From a dataset of Retrosynthesis with 50K atom-mapped reactions and 10 reaction types from USPTO. Predict the reactants needed to synthesize the given product. (1) Given the product Oc1cc2ccncc2cc1Br, predict the reactants needed to synthesize it. The reactants are: COc1cc2ccncc2cc1Br. (2) Given the product COC(=O)c1ccc(NCC=C(C)C)c(I)c1, predict the reactants needed to synthesize it. The reactants are: CC(C)=CCBr.COC(=O)c1ccc(N)c(I)c1.